From a dataset of Reaction yield outcomes from USPTO patents with 853,638 reactions. Predict the reaction yield, written as a fraction of the theoretical maximum amount of product (1.0 means a 100% yield; for example, 0.34 means a 34% yield). (1) The reactants are [CH3:1][O:2][C:3]([CH:6]1[CH2:11][CH2:10][N:9](C(OCC2C=CC=CC=2)=O)[CH2:8][CH2:7]1)([CH3:5])[CH3:4].O. The catalyst is [Pd].CO. The product is [CH3:1][O:2][C:3]([CH:6]1[CH2:11][CH2:10][NH:9][CH2:8][CH2:7]1)([CH3:5])[CH3:4]. The yield is 0.800. (2) The reactants are N[CH2:2][C:3]([O:5][CH2:6][CH3:7])=[O:4].[N:8]([O-:10])=O.[Na+].[ClH:12]. The catalyst is O. The product is [Cl:12]/[C:2](=[N:8]\[OH:10])/[C:3]([O:5][CH2:6][CH3:7])=[O:4]. The yield is 0.421. (3) The catalyst is C1C=CC(P(C2C=CC=CC=2)[C-]2C=CC=C2)=CC=1.C1C=CC(P(C2C=CC=CC=2)[C-]2C=CC=C2)=CC=1.Cl[Pd]Cl.[Fe+2].CO. The reactants are [C:1]([O:5][C:6](=[O:19])[NH:7][CH2:8][C:9]1[NH:18][C:12]2=[N:13][CH:14]=[C:15](Br)[CH:16]=[C:11]2[N:10]=1)([CH3:4])([CH3:3])[CH3:2].CCN(CC)CC. The yield is 0.820. The product is [C:1]([O:5][C:6]([NH:7][CH2:8][C:9]1[NH:18][C:12]2=[N:13][CH:14]=[C:15]([C:6]([O:5][CH3:1])=[O:19])[CH:16]=[C:11]2[N:10]=1)=[O:19])([CH3:4])([CH3:3])[CH3:2]. (4) The reactants are [CH3:1][C:2]1[CH:3]=[CH:4][CH:5]=[CH:6][C:7]=1[CH3:8].C(O[O:14][C:15]([CH3:18])(C)C)(C)(C)C.[C]=O.[CH2:21]([OH:23])C. No catalyst specified. The product is [CH3:1][C:2]1[CH:3]=[CH:4][CH:5]=[CH:6][C:7]=1[CH2:8][C:21]([O:14][CH2:15][CH3:18])=[O:23]. The yield is 0.910. (5) The reactants are [F:1][C:2]1[CH:16]=[CH:15][CH:14]=[CH:13][C:3]=1[O:4][C:5]1[N:10]=[CH:9][C:8]([CH:11]=O)=[CH:7][CH:6]=1.[N+:17]([CH3:20])([O-:19])=[O:18].C([O-])(=O)C.[NH4+].[BH4-].[Na+]. The catalyst is O.C(O)(=O)C. The yield is 0.610. The product is [F:1][C:2]1[CH:16]=[CH:15][CH:14]=[CH:13][C:3]=1[O:4][C:5]1[CH:6]=[CH:7][C:8]([CH2:11][CH2:20][N+:17]([O-:19])=[O:18])=[CH:9][N:10]=1. (6) The reactants are [C:1]([O:5][C:6](/[C:8](=[CH:13]\[C:14]1[CH:24]=[CH:23][C:17]2[O:18][C:19]([CH3:22])([CH3:21])[O:20][C:16]=2[CH:15]=1)/[C:9]([O:11][CH3:12])=[O:10])=[O:7])([CH3:4])([CH3:3])[CH3:2]. The catalyst is CO. The product is [C:1]([O:5][C:6]([C@@H:8]([CH2:13][C:14]1[CH:24]=[CH:23][C:17]2[O:18][C:19]([CH3:22])([CH3:21])[O:20][C:16]=2[CH:15]=1)[C:9]([O:11][CH3:12])=[O:10])=[O:7])([CH3:4])([CH3:2])[CH3:3]. The yield is 0.994. (7) The reactants are [N+:1]([C:4]1[CH:18]=[CH:17][CH:16]=[CH:15][C:5]=1[NH:6][CH2:7][CH2:8][C:9]1[CH:10]=[N:11][CH:12]=[CH:13][CH:14]=1)([O-])=O. The catalyst is CO.[Pd]. The product is [NH2:1][C:4]1[CH:18]=[CH:17][CH:16]=[CH:15][C:5]=1[NH:6][CH2:7][CH2:8][C:9]1[CH:10]=[N:11][CH:12]=[CH:13][CH:14]=1. The yield is 0.900. (8) The reactants are C(OC(=O)[C@@H](NC(OCC1C=CC=CC=1)=O)CCS(Cl)(=O)=O)C.[CH2:24]([O:26][C:27](=[O:47])[C@@H:28]([NH:36][C:37]([O:39][CH2:40][C:41]1[CH:46]=[CH:45][CH:44]=[CH:43][CH:42]=1)=[O:38])[CH2:29][CH2:30][S:31]([NH:34]N)(=[O:33])=[O:32])[CH3:25].O.NN. The catalyst is C(Cl)Cl.C(OCC)(=O)C. The product is [CH2:24]([O:26][C:27](=[O:47])[C@@H:28]([NH:36][C:37]([O:39][CH2:40][C:41]1[CH:46]=[CH:45][CH:44]=[CH:43][CH:42]=1)=[O:38])[CH2:29][CH2:30][S:31](=[O:33])(=[O:32])[NH2:34])[CH3:25]. The yield is 0.700. (9) The reactants are [CH:1]([Mg]Br)([CH3:3])[CH3:2].[Cl:6][C:7]1[CH:14]=[CH:13][C:10]([C:11]#[N:12])=[CH:9][CH:8]=1.CO.[BH4-].[Na+]. The catalyst is C1COCC1. The product is [Cl:6][C:7]1[CH:14]=[CH:13][C:10]([CH:11]([NH2:12])[CH:1]([CH3:3])[CH3:2])=[CH:9][CH:8]=1. The yield is 0.180. (10) The reactants are [CH2:1](/[C:3](/[C:6]1[CH:11]=[CH:10][C:9]([O:12][CH2:13][CH3:14])=[C:8]([O:15][CH2:16][CH3:17])[CH:7]=1)=[CH:4]/[CH3:5])[CH3:2].O.B1([O-])O[O:20]1.O.O.O.O.[Na+].C(OCC)(=O)C. The catalyst is O1CCCC1. The product is [CH2:16]([O:15][C:8]1[CH:7]=[C:6]([CH:3]([CH2:1][CH3:2])[CH:4]([OH:20])[CH3:5])[CH:11]=[CH:10][C:9]=1[O:12][CH2:13][CH3:14])[CH3:17]. The yield is 0.940.